Dataset: Catalyst prediction with 721,799 reactions and 888 catalyst types from USPTO. Task: Predict which catalyst facilitates the given reaction. (1) Reactant: [C:1]([O:5][C@@H:6]([C:12]1[C:13]([CH3:41])=[N:14][C:15]2[N:16]([N:33]=[C:34]([C:36]([O:38][CH2:39][CH3:40])=[O:37])[CH:35]=2)[C:17]=1[N:18]1[CH2:23][CH2:22][C:21]([O:25][CH2:26][CH2:27][CH2:28][CH2:29][C@H:30]([OH:32])[CH3:31])([CH3:24])[CH2:20][CH2:19]1)[C:7]([O:9][CH2:10][CH3:11])=[O:8])([CH3:4])([CH3:3])[CH3:2].N1C=CN=C1.[C:47]([Si:51](Cl)([C:58]1[CH:63]=[CH:62][CH:61]=[CH:60][CH:59]=1)[C:52]1[CH:57]=[CH:56][CH:55]=[CH:54][CH:53]=1)([CH3:50])([CH3:49])[CH3:48].O. Product: [C:1]([O:5][C@@H:6]([C:12]1[C:13]([CH3:41])=[N:14][C:15]2[N:16]([N:33]=[C:34]([C:36]([O:38][CH2:39][CH3:40])=[O:37])[CH:35]=2)[C:17]=1[N:18]1[CH2:23][CH2:22][C:21]([O:25][CH2:26][CH2:27][CH2:28][CH2:29][C@H:30]([O:32][Si:51]([C:47]([CH3:50])([CH3:49])[CH3:48])([C:58]2[CH:59]=[CH:60][CH:61]=[CH:62][CH:63]=2)[C:52]2[CH:57]=[CH:56][CH:55]=[CH:54][CH:53]=2)[CH3:31])([CH3:24])[CH2:20][CH2:19]1)[C:7]([O:9][CH2:10][CH3:11])=[O:8])([CH3:2])([CH3:3])[CH3:4]. The catalyst class is: 3. (2) Product: [Cl:20][C:18]1[C:17]([C:21]#[C:22][C:23]2[CH:28]=[CH:27][CH:26]=[CH:25][CH:24]=2)=[CH:16][C:14]2[NH:15][C:11]([S:10][CH2:9][P:4](=[O:3])([OH:8])[OH:5])=[N:12][C:13]=2[CH:19]=1. Reactant: C([O:3][P:4]([CH2:9][S:10][C:11]1[NH:15][C:14]2[CH:16]=[C:17]([C:21]#[C:22][C:23]3[CH:28]=[CH:27][CH:26]=[CH:25][CH:24]=3)[C:18]([Cl:20])=[CH:19][C:13]=2[N:12]=1)(=[O:8])[O:5]CC)C.C[Si](Br)(C)C. The catalyst class is: 2. (3) Reactant: [CH3:1][N:2]1[CH2:7][CH2:6][NH:5][CH2:4][CH2:3]1.C1CN([P+](Br)(N2CCCC2)N2CCCC2)CC1.F[P-](F)(F)(F)(F)F.[C:32]([C:35]1[CH:40]=[CH:39][C:38]([B:41]([OH:43])[OH:42])=[CH:37][CH:36]=1)(O)=[O:33].CCN(C(C)C)C(C)C. Product: [CH3:1][N:2]1[CH2:7][CH2:6][N:5]([C:32]([C:35]2[CH:36]=[CH:37][C:38]([B:41]([OH:43])[OH:42])=[CH:39][CH:40]=2)=[O:33])[CH2:4][CH2:3]1. The catalyst class is: 3.